Task: Predict the reaction yield, written as a fraction of the theoretical maximum amount of product (1.0 means a 100% yield; for example, 0.34 means a 34% yield).. Dataset: Reaction yield outcomes from USPTO patents with 853,638 reactions (1) The reactants are [Cl:1][C:2]1[CH:32]=[CH:31][C:5]([CH2:6][CH2:7][NH:8][C:9]([C:11]2[CH:30]=[CH:29][C:14]([O:15][C:16]3[CH:21]=[CH:20][C:19]([CH2:22][C:23]([O:25][CH2:26][CH3:27])=[O:24])=[CH:18][C:17]=3Br)=[CH:13][CH:12]=2)=[O:10])=[CH:4][CH:3]=1.[Br-].[S:34]1[CH:38]=[CH:37][CH:36]=[C:35]1[Zn+]. The yield is 0.830. The product is [Cl:1][C:2]1[CH:32]=[CH:31][C:5]([CH2:6][CH2:7][NH:8][C:9]([C:11]2[CH:30]=[CH:29][C:14]([O:15][C:16]3[CH:21]=[CH:20][C:19]([CH2:22][C:23]([O:25][CH2:26][CH3:27])=[O:24])=[CH:18][C:17]=3[C:35]3[S:34][CH:38]=[CH:37][CH:36]=3)=[CH:13][CH:12]=2)=[O:10])=[CH:4][CH:3]=1. The catalyst is C1COCC1.CC(C)([P](C(C)(C)C)([Pd][P](C(C)(C)C)(C(C)(C)C)C(C)(C)C)C(C)(C)C)C. (2) The reactants are [NH2:1][C:2]1[CH:3]=[C:4](/[CH:24]=[C:25]2/[C:26]([NH:31][CH3:32])=[N:27][C:28](=[O:30])[S:29]/2)[CH:5]=[CH:6][C:7]=1[O:8][CH2:9][C:10]1[CH:15]=[CH:14][C:13]([C:16]([F:19])([F:18])[F:17])=[CH:12][C:11]=1[C:20]([F:23])([F:22])[F:21].C=O.[C:35]([BH3-])#N.[Na+]. The catalyst is O1CCCC1.C(#N)C.C(O)(=O)C. The product is [F:23][C:20]([F:21])([F:22])[C:11]1[CH:12]=[C:13]([C:16]([F:17])([F:18])[F:19])[CH:14]=[CH:15][C:10]=1[CH2:9][O:8][C:7]1[CH:6]=[CH:5][C:4](/[CH:24]=[C:25]2/[C:26]([NH:31][CH3:32])=[N:27][C:28](=[O:30])[S:29]/2)=[CH:3][C:2]=1[NH:1][CH3:35]. The yield is 0.170. (3) The reactants are [CH3:1][C:2]1[C:7]([C:8]([OH:10])=[O:9])=[CH:6][N:5]=[C:4]([C:11]2[CH:16]=[CH:15][CH:14]=[CH:13][CH:12]=2)[N:3]=1.[C:17](=O)([O:20]C)[O:18][CH3:19].[Li+].CC([N-]C(C)C)C.CC(O)=O. The catalyst is C1COCC1. The product is [CH3:19][O:18][C:17]([CH2:1][C:2]1[C:7]([C:8]([OH:10])=[O:9])=[CH:6][N:5]=[C:4]([C:11]2[CH:16]=[CH:15][CH:14]=[CH:13][CH:12]=2)[N:3]=1)=[O:20]. The yield is 0.890. (4) The reactants are [Br:1][C:2]1[CH:3]=[C:4]2[C:9](=[CH:10][CH:11]=1)[N:8]=[CH:7][C:6](I)=[C:5]2[Cl:13].[CH3:14][C:15]1[C:19](B(O)O)=[C:18]([CH3:23])S[N:16]=1.C(=O)([O-])[O-:25].[K+].[K+]. The catalyst is O1CCOCC1.O.C1C=CC(P(C2C=CC=CC=2)[C-]2C=CC=C2)=CC=1.C1C=CC(P(C2C=CC=CC=2)[C-]2C=CC=C2)=CC=1.Cl[Pd]Cl.[Fe+2]. The product is [Br:1][C:2]1[CH:3]=[C:4]2[C:9](=[CH:10][CH:11]=1)[N:8]=[CH:7][C:6]([C:19]1[C:15]([CH3:14])=[N:16][O:25][C:18]=1[CH3:23])=[C:5]2[Cl:13]. The yield is 0.730. (5) The reactants are [O:1]1[CH2:6][CH:5]=[C:4]([C:7]2[CH:13]=[CH:12][C:10]([NH2:11])=[C:9]([O:14][CH3:15])[CH:8]=2)[CH2:3][CH2:2]1.[H][H].C[CH2:19][OH:20]. The catalyst is [Pd]. The product is [CH3:15][O:14][C:9]1[CH:8]=[C:7]([CH:4]2[CH2:3][CH2:2][O:1][CH2:6][CH2:5]2)[CH:13]=[CH:12][C:10]=1[NH:11][CH:19]=[O:20]. The yield is 0.700.